Dataset: Peptide-MHC class I binding affinity with 185,985 pairs from IEDB/IMGT. Task: Regression. Given a peptide amino acid sequence and an MHC pseudo amino acid sequence, predict their binding affinity value. This is MHC class I binding data. The binding affinity (normalized) is 0. The peptide sequence is LAYFPVFRFLNGS. The MHC is HLA-A11:01 with pseudo-sequence HLA-A11:01.